Dataset: Forward reaction prediction with 1.9M reactions from USPTO patents (1976-2016). Task: Predict the product of the given reaction. (1) Given the reactants [CH3:1][O:2][C:3]([C:5]1[C:14]2[C:9](=[CH:10][CH:11]=[CH:12][CH:13]=2)[CH:8]=[CH:7][C:6]=1[OH:15])=[O:4].[H][H], predict the reaction product. The product is: [CH3:1][O:2][C:3]([C:5]1[C:14]2[CH2:13][CH2:12][CH2:11][CH2:10][C:9]=2[CH:8]=[CH:7][C:6]=1[OH:15])=[O:4]. (2) Given the reactants Br[C:2]1[C:7]2[N:8]([C:29]3[CH:34]=[CH:33][CH:32]=[CH:31][CH:30]=3)[C:9]([C@@H:11]([NH:13][C:14]3[N:22]=[CH:21][N:20]=[C:19]4[C:15]=3[N:16]=[CH:17][N:18]4C3CCCCO3)[CH3:12])=[N:10][C:6]=2[CH:5]=[CH:4][CH:3]=1.[CH3:35][N:36](C=O)C, predict the reaction product. The product is: [C:29]1([N:8]2[C:7]3[C:2]([C:35]#[N:36])=[CH:3][CH:4]=[CH:5][C:6]=3[N:10]=[C:9]2[C@@H:11]([NH:13][C:14]2[N:22]=[CH:21][N:20]=[C:19]3[C:15]=2[N:16]=[CH:17][NH:18]3)[CH3:12])[CH:30]=[CH:31][CH:32]=[CH:33][CH:34]=1. (3) Given the reactants C([O-])([O-])=O.[Cs+].[Cs+].[F:7][C:8]1[CH:9]=[C:10]([CH:14]=[CH:15][CH:16]=1)[CH2:11][CH2:12][NH2:13].[C:17]([NH:20][C:21]1[CH:30]=[CH:29][C:28]2[C:23](=[CH:24][C:25]([CH2:31]Br)=[CH:26][CH:27]=2)[N:22]=1)(=[O:19])[CH3:18], predict the reaction product. The product is: [C:17]([NH:20][C:21]1[CH:30]=[CH:29][C:28]2[C:23](=[CH:24][C:25]([CH2:31][NH:13][CH2:12][CH2:11][C:10]3[CH:14]=[CH:15][CH:16]=[C:8]([F:7])[CH:9]=3)=[CH:26][CH:27]=2)[N:22]=1)(=[O:19])[CH3:18].